Regression. Given a peptide amino acid sequence and an MHC pseudo amino acid sequence, predict their binding affinity value. This is MHC class I binding data. From a dataset of Peptide-MHC class I binding affinity with 185,985 pairs from IEDB/IMGT. The peptide sequence is GINWKHPKR. The MHC is HLA-A31:01 with pseudo-sequence HLA-A31:01. The binding affinity (normalized) is 0.511.